From a dataset of Full USPTO retrosynthesis dataset with 1.9M reactions from patents (1976-2016). Predict the reactants needed to synthesize the given product. (1) Given the product [NH2:58][C:2]1[CH:3]=[C:4]2[C:31](=[CH:32][CH:33]=1)[O:30][C:29]([CH3:34])([CH3:35])[C:25]1([CH2:28][O:27][CH2:26]1)[C:5]12[CH2:9][O:8][C:7]([NH:10][C:18](=[O:19])[O:20][C:21]([CH3:24])([CH3:23])[CH3:22])=[N:6]1, predict the reactants needed to synthesize it. The reactants are: Br[C:2]1[CH:3]=[C:4]2[C:31](=[CH:32][CH:33]=1)[O:30][C:29]([CH3:35])([CH3:34])[C:25]1([CH2:28][O:27][CH2:26]1)[C:5]12[CH2:9][O:8][C:7]([N:10]([C:18]([O:20][C:21]([CH3:24])([CH3:23])[CH3:22])=[O:19])C(OC(C)(C)C)=O)=[N:6]1.F[B-](F)(F)F.C([PH+](C(C)(C)C)C(C)(C)C)(C)(C)C.C[Si]([N-:58][Si](C)(C)C)(C)C.[Li+].Cl. (2) Given the product [NH:27]([C:28]([O:30][C:31]([CH3:34])([CH3:33])[CH3:32])=[O:29])[C@H:23]([C:24]([NH:1][C@H:2]([C:13]([NH2:15])=[O:14])[CH2:3][C:4]1[C:12]2[C:7](=[CH:8][CH:9]=[CH:10][CH:11]=2)[NH:6][CH:5]=1)=[O:25])[CH2:22][S:21][CH2:20][NH:19][C:17]([CH3:16])=[O:18], predict the reactants needed to synthesize it. The reactants are: [NH2:1][C@H:2]([C:13]([NH2:15])=[O:14])[CH2:3][C:4]1[C:12]2[C:7](=[CH:8][CH:9]=[CH:10][CH:11]=2)[NH:6][CH:5]=1.[CH3:16][C:17]([NH:19][CH2:20][S:21][CH2:22][C@H:23]([NH:27][C:28]([O:30][C:31]([CH3:34])([CH3:33])[CH3:32])=[O:29])[C:24](O)=[O:25])=[O:18].O.ON1C2C=CC=CC=2N=N1.C1(N=C=NC2CCCCC2)CCCCC1. (3) The reactants are: [CH3:1][C:2]1[CH:7]=[C:6]([C:8]2O[C:10](=[O:18])[C:11]3[CH:17]=[N:16][CH:15]=[CH:14][C:12]=3[N:13]=2)[CH:5]=[C:4]([CH3:19])[C:3]=1[O:20][C:21](=[O:23])[CH3:22].[CH:24]([C:28]1[CH:34]=[CH:33][C:31]([NH2:32])=[CH:30][CH:29]=1)([CH2:26][CH3:27])[CH3:25]. Given the product [CH:24]([C:28]1[CH:29]=[CH:30][C:31]([N:32]2[C:10](=[O:18])[C:11]3[CH:17]=[N:16][CH:15]=[CH:14][C:12]=3[N:13]=[C:8]2[C:6]2[CH:5]=[C:4]([CH3:19])[C:3]([O:20][C:21](=[O:23])[CH3:22])=[C:2]([CH3:1])[CH:7]=2)=[CH:33][CH:34]=1)([CH2:26][CH3:27])[CH3:25], predict the reactants needed to synthesize it. (4) Given the product [N+:5]([C:8]1[CH:13]=[C:12]([N+:14]([O-:16])=[O:15])[CH:11]=[CH:10][C:9]=1[S:1][CH2:2][CH2:3][OH:4])([O-:7])=[O:6], predict the reactants needed to synthesize it. The reactants are: [SH:1][CH2:2][CH2:3][OH:4].[N+:5]([C:8]1[CH:13]=[C:12]([N+:14]([O-:16])=[O:15])[CH:11]=[CH:10][C:9]=1F)([O-:7])=[O:6].C(N(CC)CC)C. (5) Given the product [Cl:1][CH2:2][C:3](=[O:4])[CH2:9][CH2:10][CH2:11][CH2:12][CH2:13][CH3:14], predict the reactants needed to synthesize it. The reactants are: [Cl:1][CH2:2][C:3](N(OC)C)=[O:4].[CH2:9]([Mg]Br)[CH2:10][CH2:11][CH2:12][CH2:13][CH3:14].